From a dataset of Peptide-MHC class II binding affinity with 134,281 pairs from IEDB. Regression. Given a peptide amino acid sequence and an MHC pseudo amino acid sequence, predict their binding affinity value. This is MHC class II binding data. (1) The peptide sequence is YDKFLAFVSTVLTGK. The MHC is DRB1_0701 with pseudo-sequence DRB1_0701. The binding affinity (normalized) is 0.748. (2) The peptide sequence is YDKFLANVSTVPTGK. The MHC is DRB1_0701 with pseudo-sequence DRB1_0701. The binding affinity (normalized) is 0.625. (3) The peptide sequence is GKCDSAGRSRRSRRA. The MHC is HLA-DQA10201-DQB10303 with pseudo-sequence HLA-DQA10201-DQB10303. The binding affinity (normalized) is 0. (4) The peptide sequence is PAAAYATATPAAATA. The MHC is DRB1_0405 with pseudo-sequence DRB1_0405. The binding affinity (normalized) is 0.414. (5) The peptide sequence is KFDSRLAFHHMAREKH. The MHC is DRB1_0802 with pseudo-sequence DRB1_0802. The binding affinity (normalized) is 0.312.